From a dataset of Catalyst prediction with 721,799 reactions and 888 catalyst types from USPTO. Predict which catalyst facilitates the given reaction. (1) Reactant: Br[C:2]1[CH:3]=[CH:4][C:5]([CH:8]([NH:13][CH3:14])[C:9]([F:12])([F:11])[F:10])=[N:6][CH:7]=1.[F:15][CH:16]([F:43])[C:17]([N:19]1[C@H:23]([CH2:24][F:25])[C@@H:22]([C:26]2[CH:31]=[CH:30][C:29](B3OC(C)(C)C(C)(C)O3)=[CH:28][CH:27]=2)[O:21][C:20]1([CH3:42])[CH3:41])=[O:18].C([O-])([O-])=O.[Na+].[Na+]. Product: [F:43][CH:16]([F:15])[C:17]([N:19]1[C@H:23]([CH2:24][F:25])[C@@H:22]([C:26]2[CH:31]=[CH:30][C:29]([C:2]3[CH:7]=[N:6][C:5]([CH:8]([NH:13][CH3:14])[C:9]([F:12])([F:11])[F:10])=[CH:4][CH:3]=3)=[CH:28][CH:27]=2)[O:21][C:20]1([CH3:41])[CH3:42])=[O:18]. The catalyst class is: 460. (2) The catalyst class is: 3. Product: [CH3:30][C:31]1([CH3:40])[CH2:36][N:35]([C:26]([C:22]2[N:23]=[CH:24][N:25]=[C:20]([N:17]3[CH2:16][CH2:15][CH:14]([N:10]4[CH2:9][CH2:8][C:7]5[CH:29]=[C:3]([O:2][CH3:1])[CH:4]=[CH:5][C:6]=5[NH:12][C:11]4=[O:13])[CH2:19][CH2:18]3)[CH:21]=2)=[O:28])[CH2:34][C:33]2[S:37][CH:38]=[CH:39][C:32]1=2. Reactant: [CH3:1][O:2][C:3]1[CH:4]=[CH:5][C:6]2[NH:12][C:11](=[O:13])[N:10]([CH:14]3[CH2:19][CH2:18][N:17]([C:20]4[N:25]=[CH:24][N:23]=[C:22]([C:26]([OH:28])=O)[CH:21]=4)[CH2:16][CH2:15]3)[CH2:9][CH2:8][C:7]=2[CH:29]=1.[CH3:30][C:31]1([CH3:40])[CH2:36][NH:35][CH2:34][C:33]2[S:37][CH:38]=[CH:39][C:32]1=2.CN(C(ON1N=NC2C=CC=CC1=2)=[N+](C)C)C.[B-](F)(F)(F)F. (3) Reactant: [NH2:1][C:2]1[CH:7]=[C:6]([N:8]2[CH:12]=[C:11]([C:13]3[CH:18]=[CH:17][CH:16]=[CH:15][C:14]=3[Cl:19])[C:10]([C:20]([NH2:22])=[O:21])=[CH:9]2)[C:5]([Cl:23])=[CH:4][N:3]=1.[C:24](Cl)(=[O:27])[O:25][CH3:26]. Product: [C:20]([C:10]1[C:11]([C:13]2[CH:18]=[CH:17][CH:16]=[CH:15][C:14]=2[Cl:19])=[CH:12][N:8]([C:6]2[C:5]([Cl:23])=[CH:4][N:3]=[C:2]([NH:1][C:24](=[O:27])[O:25][CH3:26])[CH:7]=2)[CH:9]=1)(=[O:21])[NH2:22]. The catalyst class is: 2. (4) Reactant: [O-:1][S:2]([C:5]([F:8])([F:7])[F:6])(=[O:4])=[O:3].[CH2:9]([N+:13]1([CH3:41])[CH2:38][CH2:37][C@:20]23[C:21]4[C:22]5[O:36][C@H:19]2[C:18](=[O:39])[CH2:17][CH2:16][C@@:15]3([OH:40])[C@H:14]1[CH2:27][C:26]=4[CH:25]=[CH:24][C:23]=5[O:28]CC1C=CC=CC=1)[CH:10]([CH3:12])[CH3:11]. Product: [O-:4][S:2]([C:5]([F:8])([F:7])[F:6])(=[O:3])=[O:1].[CH2:9]([N+:13]1([CH3:41])[CH2:38][CH2:37][C@:20]23[C:21]4[C:22]5[O:36][C@H:19]2[C:18](=[O:39])[CH2:17][CH2:16][C@@:15]3([OH:40])[C@H:14]1[CH2:27][C:26]=4[CH:25]=[CH:24][C:23]=5[OH:28])[CH:10]([CH3:12])[CH3:11]. The catalyst class is: 19.